From a dataset of Forward reaction prediction with 1.9M reactions from USPTO patents (1976-2016). Predict the product of the given reaction. (1) Given the reactants Br[C:2]1[CH:7]=[CH:6][C:5]([C:8](=[O:10])[CH3:9])=[CH:4][CH:3]=1.[Cl:11][C:12]1[CH:13]=[C:14](B(O)O)[CH:15]=[CH:16][C:17]=1[OH:18].C([O-])([O-])=O.[K+].[K+].CC#N, predict the reaction product. The product is: [Cl:11][C:12]1[CH:13]=[C:14]([C:2]2[CH:7]=[CH:6][C:5]([C:8](=[O:10])[CH3:9])=[CH:4][CH:3]=2)[CH:15]=[CH:16][C:17]=1[OH:18]. (2) Given the reactants [F:1][C:2]([F:27])([C:20]1[CH:25]=[N:24][C:23]([CH3:26])=[CH:22][N:21]=1)[CH2:3][N:4]1[CH2:9][CH2:8][CH:7]([NH:10][C:11]2[C:12]3[CH:19]=[CH:18][NH:17][C:13]=3[N:14]=[CH:15][N:16]=2)[CH2:6][CH2:5]1.[ClH:28].CO, predict the reaction product. The product is: [ClH:28].[F:27][C:2]([F:1])([C:20]1[CH:25]=[N:24][C:23]([CH3:26])=[CH:22][N:21]=1)[CH2:3][N:4]1[CH2:9][CH2:8][CH:7]([NH:10][C:11]2[C:12]3[CH:19]=[CH:18][NH:17][C:13]=3[N:14]=[CH:15][N:16]=2)[CH2:6][CH2:5]1.